The task is: Predict which catalyst facilitates the given reaction.. This data is from Catalyst prediction with 721,799 reactions and 888 catalyst types from USPTO. (1) Reactant: Cl.[NH:2]1[CH2:7][CH2:6][CH2:5][CH2:4][CH:3]1[C:8]([O:10][CH2:11][CH3:12])=[O:9].C(=O)([O-])[O-].[K+].[K+].[Br:19][C:20]1[CH:21]=[N:22][C:23](Cl)=[N:24][CH:25]=1.CCCCCC. Product: [Br:19][C:20]1[CH:21]=[N:22][C:23]([N:2]2[CH2:7][CH2:6][CH2:5][CH2:4][CH:3]2[C:8]([O:10][CH2:11][CH3:12])=[O:9])=[N:24][CH:25]=1. The catalyst class is: 3. (2) Product: [Cl:8][C:4]1[CH:5]=[CH:6][CH:7]=[C:2]([Cl:1])[C:3]=1[C:9]1[S:10][C:11]2[C:12]([NH:38][C:28]3[CH:29]=[C:24]([CH3:25])[N:23]=[CH:26][N:27]=3)=[N:13][CH:14]=[C:15]([F:18])[C:16]=2[N:17]=1. Reactant: [Cl:1][C:2]1[CH:7]=[CH:6][CH:5]=[C:4]([Cl:8])[C:3]=1[C:9]1[S:10][C:11]2[CH:12]=[N:13][CH:14]=[C:15]([F:18])[C:16]=2[N:17]=1.ClC1C=CC=C(Cl)C=1C(Cl)=[N:23][C:24]1[C:29](F)=[CH:28][N:27]=[CH:26][C:25]=1F.[NH2:38]C(N)=S.N1C=CC=CC=1.CCN(CC)CC. The catalyst class is: 32. (3) Reactant: [CH:1]1([C:7]([N:9]2[CH2:18][CH2:17][C:16]3[C:11](=[CH:12][CH:13]=[C:14]([C:19]([N:21]4[CH2:28][CH:27]5[CH:23]([CH2:24][NH:25][CH2:26]5)[CH2:22]4)=[O:20])[CH:15]=3)[CH2:10]2)=[O:8])[CH2:6][CH2:5][CH2:4][CH2:3][CH2:2]1.C(O)(=O)C.[C:33]1(=O)[CH2:36][CH2:35][CH2:34]1.[BH-](OC(C)=O)(OC(C)=O)OC(C)=O.[Na+]. Product: [CH:33]1([N:25]2[CH2:24][CH:23]3[CH2:22][N:21]([C:19]([C:14]4[CH:15]=[C:16]5[C:11](=[CH:12][CH:13]=4)[CH2:10][N:9]([C:7]([CH:1]4[CH2:6][CH2:5][CH2:4][CH2:3][CH2:2]4)=[O:8])[CH2:18][CH2:17]5)=[O:20])[CH2:28][CH:27]3[CH2:26]2)[CH2:36][CH2:35][CH2:34]1. The catalyst class is: 26.